Dataset: Forward reaction prediction with 1.9M reactions from USPTO patents (1976-2016). Task: Predict the product of the given reaction. (1) Given the reactants [NH2:1][CH2:2][C:3]([C:6]1[CH:11]=[CH:10][C:9]([O:12][CH2:13][C:14]2[CH:19]=[CH:18][CH:17]=[CH:16][CH:15]=2)=[CH:8][CH:7]=1)([OH:5])[CH3:4].[CH:20](=O)[C:21]1[CH:26]=[CH:25][CH:24]=[CH:23][CH:22]=1.[BH4-].[Na+], predict the reaction product. The product is: [CH2:20]([NH:1][CH2:2][C:3]([C:6]1[CH:11]=[CH:10][C:9]([O:12][CH2:13][C:14]2[CH:19]=[CH:18][CH:17]=[CH:16][CH:15]=2)=[CH:8][CH:7]=1)([OH:5])[CH3:4])[C:21]1[CH:26]=[CH:25][CH:24]=[CH:23][CH:22]=1. (2) Given the reactants [Cl:1][C:2]1[C:3]([C:19]([N:21]2[CH2:26][CH2:25][CH:24]([N:27]3[CH2:31][CH2:30][CH2:29][CH2:28]3)[CH2:23][CH2:22]2)=[O:20])=[N:4][C:5](Cl)=[C:6]([C:8]2[CH:13]=[CH:12][CH:11]=[C:10]([C:14]([F:17])([F:16])[F:15])[CH:9]=2)[CH:7]=1.[CH3:32][O-:33].[Na+], predict the reaction product. The product is: [Cl:1][C:2]1[C:3]([C:19]([N:21]2[CH2:26][CH2:25][CH:24]([N:27]3[CH2:31][CH2:30][CH2:29][CH2:28]3)[CH2:23][CH2:22]2)=[O:20])=[N:4][C:5]([O:33][CH3:32])=[C:6]([C:8]2[CH:13]=[CH:12][CH:11]=[C:10]([C:14]([F:17])([F:16])[F:15])[CH:9]=2)[CH:7]=1. (3) The product is: [Cl:2][C:3]1[N:8]=[N:7][C:6]([N:9]2[C:17]3[CH2:16][CH2:15][N:14]([CH2:19][C:20]([N:22]4[CH2:27][CH2:26][N:25]([CH:28]5[CH2:31][CH2:30][CH2:29]5)[CH2:24][CH2:23]4)=[O:21])[CH2:13][C:12]=3[CH:11]=[N:10]2)=[CH:5][CH:4]=1. Given the reactants Cl.[Cl:2][C:3]1[N:8]=[N:7][C:6]([N:9]2[C:17]3[CH2:16][CH2:15][NH:14][CH2:13][C:12]=3[CH:11]=[N:10]2)=[CH:5][CH:4]=1.Cl[CH2:19][C:20]([N:22]1[CH2:27][CH2:26][N:25]([CH:28]2[CH2:31][CH2:30][CH2:29]2)[CH2:24][CH2:23]1)=[O:21].C([O-])([O-])=O.[K+].[K+], predict the reaction product.